Dataset: Peptide-MHC class I binding affinity with 185,985 pairs from IEDB/IMGT. Task: Regression. Given a peptide amino acid sequence and an MHC pseudo amino acid sequence, predict their binding affinity value. This is MHC class I binding data. (1) The peptide sequence is IQKGMFVVK. The MHC is HLA-A25:01 with pseudo-sequence HLA-A25:01. The binding affinity (normalized) is 0.0847. (2) The peptide sequence is KKTGMLEMW. The MHC is Mamu-B17 with pseudo-sequence Mamu-B17. The binding affinity (normalized) is 0.542. (3) The peptide sequence is KIQLFSDFTI. The MHC is HLA-A02:03 with pseudo-sequence HLA-A02:03. The binding affinity (normalized) is 0. (4) The peptide sequence is FKSVEFDMSH. The MHC is H-2-Kb with pseudo-sequence H-2-Kb. The binding affinity (normalized) is 0.209.